This data is from Reaction yield outcomes from USPTO patents with 853,638 reactions. The task is: Predict the reaction yield, written as a fraction of the theoretical maximum amount of product (1.0 means a 100% yield; for example, 0.34 means a 34% yield). The reactants are C1(S([N:10]2[C:14]3=[N:15][CH:16]=[CH:17][CH:18]=[C:13]3[CH:12]=[C:11]2[CH:19]=[O:20])(=O)=O)C=CC=CC=1.[OH-].[K+]. The catalyst is CO.O. The product is [NH:10]1[C:14]2=[N:15][CH:16]=[CH:17][CH:18]=[C:13]2[CH:12]=[C:11]1[CH:19]=[O:20]. The yield is 0.549.